This data is from Reaction yield outcomes from USPTO patents with 853,638 reactions. The task is: Predict the reaction yield, written as a fraction of the theoretical maximum amount of product (1.0 means a 100% yield; for example, 0.34 means a 34% yield). (1) The reactants are [Cl:1][C:2]1[CH:7]=[CH:6][C:5]([C:8]2[C:9](=[O:22])[N:10]([CH2:18][C:19](Cl)=[O:20])[C:11]3([CH2:17][CH2:16][CH2:15][CH2:14][CH2:13]3)[N:12]=2)=[CH:4][CH:3]=1.C(N(CC)CC)C.[F:30][C:31]1[C:37]([F:38])=[CH:36][CH:35]=[CH:34][C:32]=1[NH2:33]. The catalyst is C(Cl)Cl. The product is [Cl:1][C:2]1[CH:7]=[CH:6][C:5]([C:8]2[C:9](=[O:22])[N:10]([CH2:18][C:19]([NH:33][C:32]3[CH:34]=[CH:35][CH:36]=[C:37]([F:38])[C:31]=3[F:30])=[O:20])[C:11]3([CH2:17][CH2:16][CH2:15][CH2:14][CH2:13]3)[N:12]=2)=[CH:4][CH:3]=1. The yield is 0.330. (2) The reactants are [CH2:1]([O:8][C:9]([NH:11][C@@H:12]([CH2:17][OH:18])[CH2:13][C:14]([OH:16])=O)=[O:10])[C:2]1[CH:7]=[CH:6][CH:5]=[CH:4][CH:3]=1.C1(C)C=CC(S(O)(=O)=O)=CC=1. The catalyst is C1(C)C=CC=CC=1. The product is [O:16]=[C:14]1[O:18][CH2:17][C@H:12]([NH:11][C:9](=[O:10])[O:8][CH2:1][C:2]2[CH:3]=[CH:4][CH:5]=[CH:6][CH:7]=2)[CH2:13]1. The yield is 0.830. (3) The reactants are [CH3:1][S:2]([C:5]1[CH:10]=[CH:9][C:8]([NH:11][C:12]([C:14]2[CH:19]=[CH:18][N:17]=[CH:16][CH:15]=2)=[NH:13])=[CH:7][CH:6]=1)(=[O:4])=[O:3].C(=O)(O)[O-].[Na+].Br[CH2:26][C:27](=[O:32])[C:28]([F:31])([F:30])[F:29]. The catalyst is C(O)(C)C. The product is [OH:32][C:27]1([C:28]([F:31])([F:30])[F:29])[CH2:26][N:11]([C:8]2[CH:7]=[CH:6][C:5]([S:2]([CH3:1])(=[O:4])=[O:3])=[CH:10][CH:9]=2)[C:12]([C:14]2[CH:15]=[CH:16][N:17]=[CH:18][CH:19]=2)=[N:13]1. The yield is 0.230. (4) The reactants are Cl.C(OCC)(=O)C.C([O:12][C:13]1[C:14]([CH2:19][N:20]2[CH2:25][CH2:24][CH:23]([CH:26]([CH2:29][C:30]3[CH:35]=[CH:34][CH:33]=[CH:32][C:31]=3[F:36])[C:27]#[N:28])[CH2:22][CH2:21]2)=[N:15][CH:16]=[CH:17][N:18]=1)(C)(C)C.[OH-].[Na+]. The catalyst is C(OCC)(=O)C. The product is [F:36][C:31]1[CH:32]=[CH:33][CH:34]=[CH:35][C:30]=1[CH2:29][CH:26]([CH:23]1[CH2:22][CH2:21][N:20]([CH2:19][C:14]2[C:13](=[O:12])[NH:18][CH:17]=[CH:16][N:15]=2)[CH2:25][CH2:24]1)[C:27]#[N:28]. The yield is 0.800. (5) The reactants are [Cl:1]C1C(Cl)=CC=CC=1C.ClCl.[Cl:12][C:13]1[C:21]([Cl:22])=[CH:20][CH:19]=[CH:18][C:14]=1[CH:15]([Cl:17])[Cl:16]. The catalyst is C(Cl)(Cl)(Cl)Cl. The product is [Cl:12][C:13]1[C:21]([Cl:22])=[CH:20][CH:19]=[CH:18][C:14]=1[C:15]([Cl:1])([Cl:16])[Cl:17]. The yield is 0.816. (6) The product is [NH:8]1[C:16]2[C:11](=[CH:12][C:13]([C:17]3[CH:18]=[C:19]([CH:34]=[CH:35][CH:36]=3)[CH2:20][O:21][C:22]3[CH:27]=[CH:26][C:25]([CH2:28][CH2:29][C:30]([OH:32])=[O:31])=[CH:24][CH:23]=3)=[CH:14][CH:15]=2)[CH:10]=[CH:9]1. The catalyst is O1CCCC1.CO.C(OCC)(=O)C. The yield is 0.760. The reactants are C(OC([N:8]1[C:16]2[C:11](=[CH:12][C:13]([C:17]3[CH:18]=[C:19]([CH:34]=[CH:35][CH:36]=3)[CH2:20][O:21][C:22]3[CH:27]=[CH:26][C:25]([CH2:28][CH2:29][C:30]([O:32]C)=[O:31])=[CH:24][CH:23]=3)=[CH:14][CH:15]=2)[CH:10]=[CH:9]1)=O)(C)(C)C.[OH-].[K+].